This data is from Catalyst prediction with 721,799 reactions and 888 catalyst types from USPTO. The task is: Predict which catalyst facilitates the given reaction. (1) Reactant: C([O:3][C:4]([C:6]1[S:10][C:9]([NH:11][C:12]([O:14][C:15]([CH3:18])([CH3:17])[CH3:16])=[O:13])=[N:8][C:7]=1[CH3:19])=[O:5])C.[OH-].[Na+]. Product: [C:15]([O:14][C:12]([NH:11][C:9]1[S:10][C:6]([C:4]([OH:5])=[O:3])=[C:7]([CH3:19])[N:8]=1)=[O:13])([CH3:18])([CH3:16])[CH3:17]. The catalyst class is: 5. (2) Reactant: [NH:1]1[C:8](=[O:9])[CH2:7][C:5](=[O:6])[NH:4][C:2]1=[O:3].B(F)(F)F.[CH3:14]COCC. Product: [OH:3][C:2]1[N:4]=[C:5]([OH:6])[CH:7]=[C:8]([O:9][CH3:14])[N:1]=1. The catalyst class is: 5. (3) Reactant: [Cl:1][C:2]1[CH:3]=[C:4]([CH:27]=[CH:28][C:29]=1[C:30]#[N:31])[O:5][CH2:6][CH:7]([CH2:25][OH:26])[CH2:8][O:9][C:10]1[CH:15]=[CH:14][C:13]([CH:16]([C:22]#[C:23][CH3:24])[CH2:17][C:18]([O:20]C)=[O:19])=[CH:12][CH:11]=1.[CH3:32]I.[H-].[Na+]. Product: [Cl:1][C:2]1[CH:3]=[C:4]([CH:27]=[CH:28][C:29]=1[C:30]#[N:31])[O:5][CH2:6][CH:7]([CH2:25][O:26][CH3:32])[CH2:8][O:9][C:10]1[CH:11]=[CH:12][C:13]([CH:16]([C:22]#[C:23][CH3:24])[CH2:17][C:18]([OH:20])=[O:19])=[CH:14][CH:15]=1. The catalyst class is: 9. (4) Reactant: [OH:1][CH2:2][C@@H:3]([NH:12][C:13](=[O:19])[O:14][C:15]([CH3:18])([CH3:17])[CH3:16])[CH2:4][C:5]1[CH:10]=[CH:9][C:8]([OH:11])=[CH:7][CH:6]=1.CO[C:22](OC)([CH3:24])[CH3:23].O.C1(C)C=CC(S(O)(=O)=O)=CC=1.C(=O)([O-])O.[Na+]. Product: [OH:11][C:8]1[CH:9]=[CH:10][C:5]([CH2:4][C@H:3]2[CH2:2][O:1][C:22]([CH3:24])([CH3:23])[N:12]2[C:13]([O:14][C:15]([CH3:16])([CH3:18])[CH3:17])=[O:19])=[CH:6][CH:7]=1. The catalyst class is: 4. (5) Reactant: [NH2:1][C:2]1[CH:3]=[CH:4][C:5]2[CH2:9][O:8][B:7]([OH:10])[C:6]=2[CH:11]=1.C(=O)([O-])[O-].[K+].[K+].Cl[S:19]([C:22]1[N:27]=[CH:26][C:25]([NH:28][C:29](=[O:32])[O:30][CH3:31])=[CH:24][C:23]=1[C:33]#[N:34])(=[O:21])=[O:20]. Product: [C:33]([C:23]1[CH:24]=[C:25]([NH:28][C:29](=[O:32])[O:30][CH3:31])[CH:26]=[N:27][C:22]=1[S:19](=[O:21])(=[O:20])[NH:1][C:2]1[CH:3]=[CH:4][C:5]2[CH2:9][O:8][B:7]([OH:10])[C:6]=2[CH:11]=1)#[N:34]. The catalyst class is: 23.